Dataset: Catalyst prediction with 721,799 reactions and 888 catalyst types from USPTO. Task: Predict which catalyst facilitates the given reaction. (1) The catalyst class is: 7. Product: [CH3:36][C:29]1[CH:30]=[C:31]([O:35][CH2:47][CH2:48][N:49]2[CH2:53][CH2:52][CH2:51][C:50]2=[O:54])[CH:32]=[C:33]([CH3:34])[C:28]=1[C:24]1[CH:25]=[CH:26][CH:27]=[C:22]([CH2:21][N:8]([S:9]([C:12]2[CH:17]=[CH:16][CH:15]=[CH:14][C:13]=2[N+:18]([O-:20])=[O:19])(=[O:10])=[O:11])[C:6]2[CH:5]=[CH:4][C:3]([CH2:37][CH2:38][C:39]([O:41][C:42]([CH3:45])([CH3:44])[CH3:43])=[O:40])=[C:2]([F:1])[CH:7]=2)[CH:23]=1. Reactant: [F:1][C:2]1[CH:7]=[C:6]([N:8]([CH2:21][C:22]2[CH:23]=[C:24]([C:28]3[C:33]([CH3:34])=[CH:32][C:31]([OH:35])=[CH:30][C:29]=3[CH3:36])[CH:25]=[CH:26][CH:27]=2)[S:9]([C:12]2[CH:17]=[CH:16][CH:15]=[CH:14][C:13]=2[N+:18]([O-:20])=[O:19])(=[O:11])=[O:10])[CH:5]=[CH:4][C:3]=1[CH2:37][CH2:38][C:39]([O:41][C:42]([CH3:45])([CH3:44])[CH3:43])=[O:40].O[CH2:47][CH2:48][N:49]1[CH2:53][CH2:52][CH2:51][C:50]1=[O:54].C(P(CCCC)CCCC)CCC.N(C(N1CCCCC1)=O)=NC(N1CCCCC1)=O. (2) Reactant: [OH2:1].[OH:1]N1[C:6]2[CH:11]=[CH:10][CH:10]=[CH:11][C:6]=2N=N1.Cl.[CH3:13]N(C)CCCN=C=NCC.[CH3:24][O:25][C:26]1[CH:31]=[C:30]([CH2:32][N:33]2[CH2:38][CH2:37][NH:36][CH2:35][CH2:34]2)[CH:29]=[CH:28][C:27]=1[NH:39][C:40]1[N:45]=[CH:44][C:43]2=[CH:46][CH:47]=[C:48]([C:49]3[CH:54]=[CH:53][CH:52]=[CH:51][C:50]=3[N:55]([CH3:60])[S:56]([CH3:59])(=[O:58])=[O:57])[N:42]2[N:41]=1.CN1CC[O:65][CH2:64]C1.[CH3:68][N:69](C)[CH:70]=[O:71]. Product: [C:11]([O:1][C:70](=[O:71])[NH:69][CH2:68][C:64]([N:36]1[CH2:37][CH2:38][N:33]([CH2:32][C:30]2[CH:29]=[CH:28][C:27]([NH:39][C:40]3[N:45]=[CH:44][C:43]4=[CH:46][CH:47]=[C:48]([C:49]5[CH:54]=[CH:53][CH:52]=[CH:51][C:50]=5[N:55]([S:56]([CH3:59])(=[O:58])=[O:57])[CH3:60])[N:42]4[N:41]=3)=[C:26]([O:25][CH3:24])[CH:31]=2)[CH2:34][CH2:35]1)=[O:65])([CH3:10])([CH3:6])[CH3:13]. The catalyst class is: 250.